Dataset: Forward reaction prediction with 1.9M reactions from USPTO patents (1976-2016). Task: Predict the product of the given reaction. (1) The product is: [N+:8]([C:6]1[CH:7]=[C:2]([C:15]#[C:14][CH2:13][CH2:12][CH2:11][NH:16][C:17](=[O:23])[O:18][C:19]([CH3:21])([CH3:20])[CH3:22])[CH:3]=[N:4][CH:5]=1)([O-:10])=[O:9]. Given the reactants Br[C:2]1[CH:3]=[N:4][CH:5]=[C:6]([N+:8]([O-:10])=[O:9])[CH:7]=1.[CH2:11]([NH:16][C:17](=[O:23])[O:18][C:19]([CH3:22])([CH3:21])[CH3:20])[CH2:12][CH2:13][C:14]#[CH:15].C1(P(C2C=CC=CC=2)C2C3OC4C(=CC=CC=4P(C4C=CC=CC=4)C4C=CC=CC=4)C(C)(C)C=3C=CC=2)C=CC=CC=1.C([O-])([O-])=O.[Cs+].[Cs+], predict the reaction product. (2) Given the reactants Br[C:2]1[CH:3]=[C:4]([F:27])[C:5]2[O:9][CH:8]([C:10]3([OH:25])[CH2:15][CH2:14][N:13]([C:16]4[N:21]=[CH:20][C:19]([CH2:22][CH2:23][CH3:24])=[CH:18][N:17]=4)[CH2:12][CH2:11]3)[CH2:7][C:6]=2[CH:26]=1.CC1(C)C(C)(C)OB([C:36]2[CH2:41][CH2:40][N:39]([C:42]([O:44][C:45]([CH3:48])([CH3:47])[CH3:46])=[O:43])[CH2:38][CH:37]=2)O1.C([O-])([O-])=O.[K+].[K+], predict the reaction product. The product is: [F:27][C:4]1[C:5]2[O:9][CH:8]([C:10]3([OH:25])[CH2:11][CH2:12][N:13]([C:16]4[N:21]=[CH:20][C:19]([CH2:22][CH2:23][CH3:24])=[CH:18][N:17]=4)[CH2:14][CH2:15]3)[CH2:7][C:6]=2[CH:26]=[C:2]([C:36]2[CH2:41][CH2:40][N:39]([C:42]([O:44][C:45]([CH3:48])([CH3:47])[CH3:46])=[O:43])[CH2:38][CH:37]=2)[CH:3]=1. (3) Given the reactants [Cl:1][CH2:2][CH2:3][CH2:4][CH2:5][N:6]1[C:14]([O:15][CH3:16])=[N:13][C:12]2[C:7]1=[N:8][C:9]([O:18][C@@H:19]([CH3:22])[CH2:20][CH3:21])=[N:10][C:11]=2[NH2:17].FC(F)(F)C(O)=O.C1(OC2NC(N)=C3C(N=2)=NC(OC)=N3)CCC1.BrCCCCCl, predict the reaction product. The product is: [Cl:1][CH2:2][CH2:3][CH2:4][CH2:5][N:6]1[C:14]([O:15][CH3:16])=[N:13][C:12]2[C:7]1=[N:8][C:9]([O:18][CH:19]1[CH2:22][CH2:21][CH2:20]1)=[N:10][C:11]=2[NH2:17].